The task is: Predict which catalyst facilitates the given reaction.. This data is from Catalyst prediction with 721,799 reactions and 888 catalyst types from USPTO. (1) Reactant: [O:1]1[CH2:6][CH2:5][N:4]([CH:7]2[CH2:10][N:9](C(OC(C)(C)C)=O)[CH2:8]2)[CH2:3][CH2:2]1.Cl.O1CCOCC1. Product: [NH:9]1[CH2:10][CH:7]([N:4]2[CH2:5][CH2:6][O:1][CH2:2][CH2:3]2)[CH2:8]1. The catalyst class is: 2. (2) Reactant: [N+:1]([C:4]1[C:12]2[CH:11]=[C:10]([C:13]([O:15]C)=[O:14])[S:9][C:8]=2[CH:7]=[CH:6][CH:5]=1)([O-:3])=[O:2].O.[OH-].[Li+].O.Cl. Product: [N+:1]([C:4]1[C:12]2[CH:11]=[C:10]([C:13]([OH:15])=[O:14])[S:9][C:8]=2[CH:7]=[CH:6][CH:5]=1)([O-:3])=[O:2]. The catalyst class is: 5. (3) Reactant: C([O:14][C:15]1[C:24]2[N:23]=[CH:22][CH:21]=[CH:20][C:19]=2[C:18]([C:25](O)=[O:26])=[C:17]2[CH2:28][N:29]([CH2:32][C:33]3[CH:38]=[CH:37][C:36]([F:39])=[CH:35][CH:34]=3)[C:30](=[O:31])[C:16]=12)(C1C=CC=CC=1)C1C=CC=CC=1.[NH2:40][C:41]1[S:42][CH:43]=[N:44][N:45]=1.C(N(C(C)C)CC)(C)C.F[P-](F)(F)(F)(F)F.N1(OC(N(C)C)=[N+](C)C)C2N=CC=CC=2N=N1. Product: [S:42]1[CH:43]=[N:44][N:45]=[C:41]1[NH:40][C:25]([C:18]1[C:19]2[CH:20]=[CH:21][CH:22]=[N:23][C:24]=2[C:15]([OH:14])=[C:16]2[C:30](=[O:31])[N:29]([CH2:32][C:33]3[CH:38]=[CH:37][C:36]([F:39])=[CH:35][CH:34]=3)[CH2:28][C:17]=12)=[O:26]. The catalyst class is: 9. (4) Reactant: C(N(CC)C(C)C)(C)C.FC(F)(F)C(O)=O.[Br:17][C:18]1[CH:23]=[CH:22][C:21]([C:24]([N:26]2[CH2:31][CH2:30][NH:29][CH2:28][CH2:27]2)=[O:25])=[CH:20][CH:19]=1.[OH:32][C:33]1([C:36](O)=[O:37])[CH2:35][CH2:34]1.F[P-](F)(F)(F)(F)F.N1(OC(N(C)C)=[N+](C)C)C2C=CC=CC=2N=N1. Product: [Br:17][C:18]1[CH:19]=[CH:20][C:21]([C:24]([N:26]2[CH2:27][CH2:28][N:29]([C:36]([C:33]3([OH:32])[CH2:35][CH2:34]3)=[O:37])[CH2:30][CH2:31]2)=[O:25])=[CH:22][CH:23]=1. The catalyst class is: 3.